The task is: Predict the reaction yield, written as a fraction of the theoretical maximum amount of product (1.0 means a 100% yield; for example, 0.34 means a 34% yield).. This data is from Reaction yield outcomes from USPTO patents with 853,638 reactions. (1) The reactants are [C:1]([O:5][C:6](=[O:13])[NH:7][C@@H:8]1[CH2:12][CH2:11][NH:10][CH2:9]1)([CH3:4])([CH3:3])[CH3:2].[CH3:14][O:15][C:16]1[CH:24]=[CH:23][CH:22]=[C:21]([O:25][CH3:26])[C:17]=1[C:18](Cl)=[O:19].CCN(CC)CC. The catalyst is C(Cl)Cl. The product is [C:1]([O:5][C:6](=[O:13])[NH:7][C@@H:8]1[CH2:12][CH2:11][N:10]([C:18](=[O:19])[C:17]2[C:21]([O:25][CH3:26])=[CH:22][CH:23]=[CH:24][C:16]=2[O:15][CH3:14])[CH2:9]1)([CH3:4])([CH3:2])[CH3:3]. The yield is 0.680. (2) The reactants are [Cl:1][C:2]1[CH:3]=[C:4]2[C:9](=[CH:10][C:11]=1[O:12][C:13]1[CH:18]=[CH:17][C:16]([C:19](=[O:32])[NH:20][CH2:21][CH2:22]/[CH:23]=[CH:24]\[C:25]3[CH:30]=[CH:29][CH:28]=[CH:27][C:26]=3[Cl:31])=[CH:15][CH:14]=1)[O:8][CH2:7][CH2:6][CH:5]2[C:33]([O-:35])=[O:34].[Na+:36].[H][H]. The catalyst is CO.[Pt](=O)=O. The product is [Cl:1][C:2]1[CH:3]=[C:4]2[C:9](=[CH:10][C:11]=1[O:12][C:13]1[CH:14]=[CH:15][C:16]([C:19](=[O:32])[NH:20][CH2:21][CH2:22][CH2:23][CH2:24][C:25]3[CH:30]=[CH:29][CH:28]=[CH:27][C:26]=3[Cl:31])=[CH:17][CH:18]=1)[O:8][CH2:7][CH2:6][CH:5]2[C:33]([O-:35])=[O:34].[Na+:36]. The yield is 0.870. (3) The reactants are [CH3:1][O:2][C:3]1[C:4]([O:12][CH2:13][CH2:14][CH3:15])=[C:5]([CH:9]=[CH:10][CH:11]=1)[CH2:6][NH:7][CH3:8].CNCC1C=CC2C(=CC=CC=2)C=1CCC.[ClH:32].[N:33]1([CH2:39][CH2:40][N:41]2[CH2:46][C:45]3[CH:47]=[C:48](/[CH:51]=[CH:52]/[C:53]([OH:55])=O)[CH:49]=[N:50][C:44]=3[NH:43][C:42]2=[O:56])[CH2:38][CH2:37][O:36][CH2:35][CH2:34]1. The yield is 0.350. No catalyst specified. The product is [ClH:32].[CH3:1][O:2][C:3]1[C:4]([O:12][CH2:13][CH2:14][CH3:15])=[C:5]([CH:9]=[CH:10][CH:11]=1)[CH2:6][N:7]([CH3:8])[C:53](=[O:55])/[CH:52]=[CH:51]/[C:48]1[CH:49]=[N:50][C:44]2[NH:43][C:42](=[O:56])[N:41]([CH2:40][CH2:39][N:33]3[CH2:34][CH2:35][O:36][CH2:37][CH2:38]3)[CH2:46][C:45]=2[CH:47]=1. (4) The reactants are C(OC([N:8]1[CH2:13][CH2:12][N:11]([CH2:14][CH2:15][C:16]([CH3:19])([CH3:18])[CH3:17])[CH2:10][CH2:9]1)=O)(C)(C)C.[ClH:20].O1CCOCC1. The catalyst is CO. The product is [ClH:20].[ClH:20].[CH3:17][C:16]([CH3:19])([CH3:18])[CH2:15][CH2:14][N:11]1[CH2:10][CH2:9][NH:8][CH2:13][CH2:12]1. The yield is 0.900. (5) The reactants are [NH2:1][CH2:2][CH2:3][O:4][CH2:5][CH2:6][O:7][CH2:8][CH:9]([O:18][CH2:19][C:20]([OH:22])=[O:21])[CH2:10][O:11][CH2:12][CH2:13][O:14][CH2:15][CH2:16][NH2:17].CCN([CH:29]([CH3:31])[CH3:30])C(C)C.Cl[Si](C)(C)C.[C:37](Cl)([O:39][CH2:40][CH:41]1[C:53]2[C:48](=[CH:49][CH:50]=[CH:51][CH:52]=2)[C:47]2[C:42]1=[CH:43][CH:44]=[CH:45][CH:46]=2)=[O:38]. The catalyst is C(Cl)Cl. The product is [CH:52]1[C:53]2[CH:41]([CH2:40][O:39][C:37]([NH:1][CH2:2][CH2:3][O:4][CH2:5][CH2:6][O:7][CH2:8][CH:9]([O:18][CH2:19][C:20]([OH:22])=[O:21])[CH2:10][O:11][CH2:12][CH2:13][O:14][CH2:15][CH2:16][NH:17][C:37]([O:39][CH2:40][CH:30]3[C:29]4[CH:31]=[CH:51][CH:52]=[CH:53][C:41]=4[C:42]4[C:47]3=[CH:46][CH:45]=[CH:44][CH:43]=4)=[O:38])=[O:38])[C:42]3[C:47](=[CH:46][CH:45]=[CH:44][CH:43]=3)[C:48]=2[CH:49]=[CH:50][CH:51]=1. The yield is 0.420. (6) The reactants are [CH:1]1[C:13]2[CH2:12][C:11]3[C:6](=[CH:7][CH:8]=[C:9]([NH2:14])[CH:10]=3)[C:5]=2[CH:4]=[CH:3][C:2]=1[NH2:15].C([O-])([O-])=[O:17].[Cs+].[Cs+].O. The catalyst is CS(C)=O. The product is [NH2:15][C:2]1[CH:3]=[CH:4][C:5]2[C:6]3[C:11](=[CH:10][C:9]([NH2:14])=[CH:8][CH:7]=3)[C:12](=[O:17])[C:13]=2[CH:1]=1. The yield is 0.760.